This data is from Forward reaction prediction with 1.9M reactions from USPTO patents (1976-2016). The task is: Predict the product of the given reaction. (1) Given the reactants [O:1]=[S:2]1(=[O:28])[C:7]2[CH:8]=[CH:9][CH:10]=[CH:11][C:6]=2[NH:5][C:4]([C:12]2C(=O)[N:16]([N:19]=[CH:20][CH:21](C)[CH3:22])[C:15]3[CH:24]=[CH:25][S:26][C:14]=3[C:13]=2[OH:27])=[N:3]1.[CH3:29][OH:30].[BH4-].[Li+].Cl, predict the reaction product. The product is: [CH:20]1([NH:19][N:16]2[C:29](=[O:30])[C:12]([C:4]3[NH:5][C:6]4[CH:11]=[CH:10][CH:9]=[CH:8][C:7]=4[S:2](=[O:1])(=[O:28])[N:3]=3)=[C:13]([OH:27])[C:14]3[S:26][CH:25]=[CH:24][C:15]2=3)[CH2:21][CH2:22][CH2:8][CH2:7][CH2:6][CH2:11]1. (2) Given the reactants C[O:2][C:3]([C:5]1[O:6][C:7]([S:10]([CH3:13])(=[O:12])=[O:11])=[CH:8][CH:9]=1)=[O:4].[OH-].[Na+], predict the reaction product. The product is: [CH3:13][S:10]([C:7]1[O:6][C:5]([C:3]([OH:4])=[O:2])=[CH:9][CH:8]=1)(=[O:12])=[O:11]. (3) The product is: [CH3:1][C:2]1[C:10]2[C:5](=[CH:6][CH:7]=[CH:8][CH:9]=2)[N:4]([C:18](=[O:19])[CH3:17])[N:3]=1. Given the reactants [CH3:1][C:2]1[C:10]2[C:5](=[CH:6][CH:7]=[CH:8][CH:9]=2)[NH:4][N:3]=1.N1C=CC=CC=1.[CH3:17][C:18](OC(C)=O)=[O:19], predict the reaction product. (4) Given the reactants OC(C1C=CC=CC=1)(C1C=CC=CC=1)[C@@H]([O:10][C:11](=[O:39])[CH2:12][C@H:13]([OH:38])[CH:14]=[CH:15][C:16]1[C:17]([C:31]2[CH:36]=[CH:35][C:34]([F:37])=[CH:33][CH:32]=2)=[N:18][C:19]([N:25]([CH3:30])[S:26]([CH3:29])(=[O:28])=[O:27])=[N:20][C:21]=1[CH:22]([CH3:24])[CH3:23])C1C=CC=CC=1.[OH-].[Na+].CCCCCC.C(OCC)(=O)C.Cl, predict the reaction product. The product is: [F:37][C:34]1[CH:35]=[CH:36][C:31]([C:17]2[C:16](/[CH:15]=[CH:14]/[CH:13]([OH:38])[CH2:12][C:11]([OH:39])=[O:10])=[C:21]([CH:22]([CH3:24])[CH3:23])[N:20]=[C:19]([N:25]([CH3:30])[S:26]([CH3:29])(=[O:28])=[O:27])[N:18]=2)=[CH:32][CH:33]=1. (5) Given the reactants Br[C:2]1[CH:7]=[CH:6][C:5]([Br:8])=[CH:4][CH:3]=1.C([Li])CCC.[CH3:14][O:15][C:16]1[C:17]([S:28](F)(=[O:30])=[O:29])=[CH:18][C:19]2[CH2:25][CH2:24][N:23]([CH3:26])[CH2:22][CH2:21][C:20]=2[CH:27]=1, predict the reaction product. The product is: [Br:8][C:5]1[CH:6]=[CH:7][C:2]([S:28]([C:17]2[C:16]([O:15][CH3:14])=[CH:27][C:20]3[CH2:21][CH2:22][N:23]([CH3:26])[CH2:24][CH2:25][C:19]=3[CH:18]=2)(=[O:29])=[O:30])=[CH:3][CH:4]=1. (6) The product is: [OH:8][C:9]1[C:18](=[O:19])[C:17]2[C:12](=[CH:13][C:14]([CH2:20][CH2:21][CH2:22][CH2:23][CH2:24][CH2:25][CH2:26][CH2:27][CH2:28][CH2:29][CH2:30][CH2:31][CH2:32][CH2:33][CH2:34][CH2:35][CH2:36][CH3:37])=[CH:15][CH:16]=2)[O:11][C:10]=1[C:38]1[CH:43]=[C:42]([OH:44])[C:41]([OH:46])=[C:40]([OH:54])[CH:39]=1. Given the reactants C([O:8][C:9]1[C:18](=[O:19])[C:17]2[C:12](=[CH:13][C:14]([CH2:20][CH2:21][CH2:22][CH2:23][CH2:24][CH2:25][CH2:26][CH2:27][CH2:28][CH2:29][CH2:30][CH2:31][CH2:32][CH2:33][CH2:34][CH2:35][CH2:36][CH3:37])=[CH:15][CH:16]=2)[O:11][C:10]=1[C:38]1[CH:43]=[C:42]([O:44]C)[C:41]([O:46]CC2C=CC=CC=2)=[C:40]([O:54]C)[CH:39]=1)C1C=CC=CC=1.B(Br)(Br)Br.CO.O, predict the reaction product.